Dataset: NCI-60 drug combinations with 297,098 pairs across 59 cell lines. Task: Regression. Given two drug SMILES strings and cell line genomic features, predict the synergy score measuring deviation from expected non-interaction effect. (1) Drug 1: C1C(C(OC1N2C=NC3=C(N=C(N=C32)Cl)N)CO)O. Drug 2: CS(=O)(=O)OCCCCOS(=O)(=O)C. Cell line: SF-295. Synergy scores: CSS=-1.28, Synergy_ZIP=0.872, Synergy_Bliss=1.86, Synergy_Loewe=-0.867, Synergy_HSA=-0.799. (2) Synergy scores: CSS=44.5, Synergy_ZIP=0.513, Synergy_Bliss=2.42, Synergy_Loewe=-2.93, Synergy_HSA=7.90. Drug 1: CC1=C2C(C(=O)C3(C(CC4C(C3C(C(C2(C)C)(CC1OC(=O)C(C(C5=CC=CC=C5)NC(=O)OC(C)(C)C)O)O)OC(=O)C6=CC=CC=C6)(CO4)OC(=O)C)O)C)O. Cell line: HCC-2998. Drug 2: C1CN(CCN1C(=O)CCBr)C(=O)CCBr. (3) Drug 1: C1=CC(=CC=C1CCC2=CNC3=C2C(=O)NC(=N3)N)C(=O)NC(CCC(=O)O)C(=O)O. Drug 2: CC1C(C(CC(O1)OC2CC(OC(C2O)C)OC3=CC4=CC5=C(C(=O)C(C(C5)C(C(=O)C(C(C)O)O)OC)OC6CC(C(C(O6)C)O)OC7CC(C(C(O7)C)O)OC8CC(C(C(O8)C)O)(C)O)C(=C4C(=C3C)O)O)O)O. Cell line: SN12C. Synergy scores: CSS=23.2, Synergy_ZIP=-4.20, Synergy_Bliss=-0.935, Synergy_Loewe=-4.73, Synergy_HSA=-0.161. (4) Drug 1: C1C(C(OC1N2C=C(C(=O)NC2=O)F)CO)O. Drug 2: CC1C(C(CC(O1)OC2CC(CC3=C2C(=C4C(=C3O)C(=O)C5=CC=CC=C5C4=O)O)(C(=O)C)O)N)O. Cell line: SK-MEL-2. Synergy scores: CSS=35.1, Synergy_ZIP=1.28, Synergy_Bliss=4.39, Synergy_Loewe=-26.7, Synergy_HSA=1.01. (5) Drug 1: CCN(CC)CCNC(=O)C1=C(NC(=C1C)C=C2C3=C(C=CC(=C3)F)NC2=O)C. Synergy scores: CSS=2.54, Synergy_ZIP=-5.08, Synergy_Bliss=-6.93, Synergy_Loewe=-9.45, Synergy_HSA=-6.52. Cell line: NCIH23. Drug 2: C(=O)(N)NO. (6) Drug 1: C1C(C(OC1N2C=C(C(=O)NC2=O)F)CO)O. Drug 2: CC1=C(C(=O)C2=C(C1=O)N3CC4C(C3(C2COC(=O)N)OC)N4)N. Cell line: T-47D. Synergy scores: CSS=13.5, Synergy_ZIP=-3.35, Synergy_Bliss=-0.608, Synergy_Loewe=-3.10, Synergy_HSA=-0.0111. (7) Drug 1: C1=CC=C(C=C1)NC(=O)CCCCCCC(=O)NO. Drug 2: CC1C(C(CC(O1)OC2CC(CC3=C2C(=C4C(=C3O)C(=O)C5=C(C4=O)C(=CC=C5)OC)O)(C(=O)CO)O)N)O.Cl. Cell line: 786-0. Synergy scores: CSS=48.1, Synergy_ZIP=-0.776, Synergy_Bliss=2.86, Synergy_Loewe=0.329, Synergy_HSA=5.52. (8) Drug 1: C1CN(P(=O)(OC1)NCCCl)CCCl. Drug 2: N.N.Cl[Pt+2]Cl. Cell line: MDA-MB-231. Synergy scores: CSS=54.5, Synergy_ZIP=-1.77, Synergy_Bliss=-3.88, Synergy_Loewe=-27.8, Synergy_HSA=4.24. (9) Drug 1: CCCS(=O)(=O)NC1=C(C(=C(C=C1)F)C(=O)C2=CNC3=C2C=C(C=N3)C4=CC=C(C=C4)Cl)F. Drug 2: CNC(=O)C1=CC=CC=C1SC2=CC3=C(C=C2)C(=NN3)C=CC4=CC=CC=N4. Cell line: TK-10. Synergy scores: CSS=8.99, Synergy_ZIP=0.487, Synergy_Bliss=4.97, Synergy_Loewe=3.46, Synergy_HSA=4.33.